From a dataset of Forward reaction prediction with 1.9M reactions from USPTO patents (1976-2016). Predict the product of the given reaction. Given the reactants [F:1][C:2]1[CH:7]=[C:6]([F:8])[CH:5]=[CH:4][C:3]=1[C@:9]12[CH2:18][O:17][C:16](=[O:19])[CH2:15][C@H:14]1[C@@H:13]([CH3:20])[S:12][C:11]([NH:21][C:22](=[O:29])[C:23]1[CH:28]=[CH:27][CH:26]=[CH:25][CH:24]=1)=[N:10]2.ClC1C=CC(N([S:38]([C:41]([F:44])([F:43])[F:42])(=[O:40])=[O:39])[S:38]([C:41]([F:44])([F:43])[F:42])(=[O:40])=[O:39])=NC=1.C[Si]([N-][Si](C)(C)C)(C)C.[K+].C(=O)(O)[O-].[Na+], predict the reaction product. The product is: [F:42][C:41]([F:44])([F:43])[S:38]([O:19][C:16]1[O:17][CH2:18][C@:9]2([C:3]3[CH:4]=[CH:5][C:6]([F:8])=[CH:7][C:2]=3[F:1])[N:10]=[C:11]([NH:21][C:22](=[O:29])[C:23]3[CH:24]=[CH:25][CH:26]=[CH:27][CH:28]=3)[S:12][C@H:13]([CH3:20])[C@@H:14]2[CH:15]=1)(=[O:40])=[O:39].